This data is from Full USPTO retrosynthesis dataset with 1.9M reactions from patents (1976-2016). The task is: Predict the reactants needed to synthesize the given product. Given the product [Br:1][C:2]1([CH2:11][C:14]([OH:16])=[O:15])[CH:7]=[CH:6][CH:5]=[CH:4][CH:3]1[N+:8]([O-:10])=[O:9], predict the reactants needed to synthesize it. The reactants are: [Br:1][C:2]1([CH3:11])[CH:7]=[CH:6][CH:5]=[CH:4][CH:3]1[N+:8]([O-:10])=[O:9].ClC[C:14]([O:16]CC)=[O:15].CC([O-])(C)C.[K+].[OH-].[Na+].